Dataset: Reaction yield outcomes from USPTO patents with 853,638 reactions. Task: Predict the reaction yield, written as a fraction of the theoretical maximum amount of product (1.0 means a 100% yield; for example, 0.34 means a 34% yield). (1) The reactants are [CH3:1][O:2][C:3]1[N:8]=[CH:7][C:6]([CH:9](O)[CH2:10][CH3:11])=[CH:5][CH:4]=1.S(Cl)([Cl:15])=O. The catalyst is ClCCl. The product is [Cl:15][CH:9]([C:6]1[CH:5]=[CH:4][C:3]([O:2][CH3:1])=[N:8][CH:7]=1)[CH2:10][CH3:11]. The yield is 0.810. (2) The catalyst is CN1C(=O)CCC1.CCOC(C)=O.C1(C)C=CC=CC=1.CCOCC. The reactants are [NH2:1][CH2:2][CH2:3][CH2:4][C@H:5]([NH:9][C:10]([O:12][CH2:13][C:14]1[CH:19]=[CH:18][CH:17]=[CH:16][CH:15]=1)=[O:11])[C:6]([OH:8])=[O:7].[O:20]=[C:21]1[C:29]2[C:24](=[CH:25][CH:26]=[CH:27][CH:28]=2)[C:23](=[O:30])N1C(OCC)=O.C=O.[CH3:38]C1C=CC(S(O)(=O)=O)=CC=1. The product is [O:20]=[C:21]1[C:29]2[C:24](=[CH:25][CH:26]=[CH:27][CH:28]=2)[C:23](=[O:30])[N:1]1[CH2:2][CH2:3][CH2:4][C@H:5]1[C:6](=[O:8])[O:7][CH2:38][N:9]1[C:10]([O:12][CH2:13][C:14]1[CH:15]=[CH:16][CH:17]=[CH:18][CH:19]=1)=[O:11]. The yield is 0.760. (3) The reactants are [Zn](CC)[CH2:2]C.C(O)(C(F)(F)F)=O.ICI.[CH3:16][O:17][C:18](=[O:32])[C:19]1[CH:24]=[C:23]([O:25][CH3:26])[C:22]([O:27][CH3:28])=[C:21]([CH2:29][CH:30]=[CH2:31])[CH:20]=1. The catalyst is C(Cl)Cl. The product is [CH3:16][O:17][C:18](=[O:32])[C:19]1[CH:24]=[C:23]([O:25][CH3:26])[C:22]([O:27][CH3:28])=[C:21]([CH2:29][CH:30]2[CH2:2][CH2:31]2)[CH:20]=1. The yield is 0.800. (4) The reactants are [Cl:1][CH2:2]C(CCl)=O.[CH2:7]([O:14][C:15]([NH:17][C@H:18]([C:26]([OH:28])=O)[CH2:19][C:20]1[CH:25]=[CH:24][CH:23]=[CH:22][CH:21]=1)=[O:16])[C:8]1[CH:13]=[CH:12][CH:11]=[CH:10][CH:9]=1.[BH4-].[Na+]. The catalyst is CO.O1CCCC1. The product is [CH2:7]([O:14][C:15]([NH:17][C@@H:18]([CH2:19][C:20]1[CH:21]=[CH:22][CH:23]=[CH:24][CH:25]=1)[C@H:26]([OH:28])[CH2:2][Cl:1])=[O:16])[C:8]1[CH:9]=[CH:10][CH:11]=[CH:12][CH:13]=1. The yield is 0.430. (5) No catalyst specified. The product is [F:50][C:51]1[CH:52]=[C:53]([CH:63]=[CH:64][C:65]=1[NH:66][C:67]1[N:72]=[C:71]([NH:73][C:74]2[C:75]([C:89](=[O:92])[NH:90][CH3:91])=[N:76][C:77]([C:80]3[CH:81]=[N:82][N:83]([CH2:85][CH2:86][CH2:87][OH:88])[CH:84]=3)=[CH:78][CH:79]=2)[C:70]([C:93]([F:96])([F:94])[F:95])=[CH:69][N:68]=1)[CH2:54][P:55](=[O:59])([OH:62])[O:56][CH2:57][CH3:58]. The yield is 0.940. The reactants are C(N(CC)C(C1C=C(C2C=NN(CCCO)C=2)C=CC=1NC1C(C(F)(F)F)=CN=C(NC2C=CC(CP(=O)(O)OCC)=CC=2OC)N=1)=O)C.[F:50][C:51]1[CH:52]=[C:53]([CH:63]=[CH:64][C:65]=1[NH:66][C:67]1[N:72]=[C:71]([NH:73][C:74]2[C:75]([C:89](=[O:92])[NH:90][CH3:91])=[N:76][C:77]([C:80]3[CH:81]=[N:82][N:83]([CH2:85][CH2:86][CH2:87][OH:88])[CH:84]=3)=[CH:78][CH:79]=2)[C:70]([C:93]([F:96])([F:95])[F:94])=[CH:69][N:68]=1)[CH2:54][P:55](=[O:62])([O:59]CC)[O:56][CH2:57][CH3:58].